From a dataset of Reaction yield outcomes from USPTO patents with 853,638 reactions. Predict the reaction yield, written as a fraction of the theoretical maximum amount of product (1.0 means a 100% yield; for example, 0.34 means a 34% yield). (1) The reactants are [CH2:1]1[C:9]2[C:4](=[CH:5][CH:6]=[CH:7][CH:8]=2)[CH2:3][N:2]1[N:10]([CH3:43])[C:11](=[O:42])[CH2:12][N:13]([C:30]1[CH:31]=[C:32]2[C:36](=[CH:37][C:38]=1[CH3:39])[N:35]([CH3:40])[N:34]=[C:33]2I)[CH2:14][C:15]([NH:17][CH2:18][CH2:19][N:20]([C:23]([O:25][C:26]([CH3:29])([CH3:28])[CH3:27])=[O:24])[CH2:21][CH3:22])=[O:16].[CH3:44]B1OB(C)OB(C)O1.P([O-])([O-])([O-])=O.[K+].[K+].[K+].O1CCOCC1. The catalyst is C(OCC)(=O)C.C1CCC(P(C2CCCCC2)C2CCCCC2)CC1.C1CCC(P(C2CCCCC2)C2CCCCC2)CC1.[Cl-].[Cl-].[Pd+2]. The product is [CH2:1]1[C:9]2[C:4](=[CH:5][CH:6]=[CH:7][CH:8]=2)[CH2:3][N:2]1[N:10]([CH3:43])[C:11](=[O:42])[CH2:12][N:13]([C:30]1[CH:31]=[C:32]2[C:36](=[CH:37][C:38]=1[CH3:39])[N:35]([CH3:40])[N:34]=[C:33]2[CH3:44])[CH2:14][C:15]([NH:17][CH2:18][CH2:19][N:20]([C:23]([O:25][C:26]([CH3:29])([CH3:28])[CH3:27])=[O:24])[CH2:21][CH3:22])=[O:16]. The yield is 0.820. (2) The yield is 0.240. The product is [Cl:12][C:13]1[CH:18]=[C:17]([Cl:19])[CH:16]=[CH:15][C:14]=1[C:20]1[N:3]=[N:2][N:1]([C:4]2[CH:5]=[CH:6][C:7]([O:10][CH3:11])=[CH:8][CH:9]=2)[C:21]=1[NH2:22]. The catalyst is C(O)C.C(OCC)(=O)C. The reactants are [N:1]([C:4]1[CH:9]=[CH:8][C:7]([O:10][CH3:11])=[CH:6][CH:5]=1)=[N+:2]=[N-:3].[Cl:12][C:13]1[CH:18]=[C:17]([Cl:19])[CH:16]=[CH:15][C:14]=1[CH2:20][C:21]#[N:22].C[O-].[Na+]. (3) The yield is 0.890. The catalyst is O. The product is [F:1][C:2]1([F:13])[CH2:3][C@H:4]([CH2:8][OH:7])[NH:5][C:11]1=[O:12]. The reactants are [F:1][C:2]1([F:13])[C:11](=[O:12])[N:5]2C(C)(C)[O:7][CH2:8][C@H:4]2[CH2:3]1.O1CCOCC1. (4) The reactants are [C:1](OC([O-])=O)([O:3][C:4]([CH3:7])([CH3:6])[CH3:5])=[O:2].CN(C1C=CC=CN=1)C.[NH2:21][C:22]1[CH:27]=[CH:26][N:25]=[C:24]([Cl:28])[CH:23]=1.C(N(CC)CC)C. The catalyst is ClCCl.O. The product is [Cl:28][C:24]1[CH:23]=[C:22]([NH:21][C:1](=[O:2])[O:3][C:4]([CH3:7])([CH3:6])[CH3:5])[CH:27]=[CH:26][N:25]=1. The yield is 0.800. (5) The reactants are [CH2:1]([O:3][C:4](=[O:26])[C@@H:5]([CH2:12][C:13]1[CH:18]=[CH:17][C:16]([NH2:19])=[C:15]([CH3:20])[C:14]=1[CH2:21][O:22][C:23](=[O:25])[CH3:24])[CH2:6][C:7]([O:9][CH2:10][CH3:11])=[O:8])[CH3:2].C([O-])(=O)C.[Na+].[Br:32]Br.S([O-])([O-])(=O)=S.[Na+].[Na+]. The product is [CH2:1]([O:3][C:4](=[O:26])[C@@H:5]([CH2:12][C:13]1[CH:18]=[C:17]([Br:32])[C:16]([NH2:19])=[C:15]([CH3:20])[C:14]=1[CH2:21][O:22][C:23](=[O:25])[CH3:24])[CH2:6][C:7]([O:9][CH2:10][CH3:11])=[O:8])[CH3:2]. The catalyst is C(O)(=O)C. The yield is 0.770.